Dataset: Peptide-MHC class II binding affinity with 134,281 pairs from IEDB. Task: Regression. Given a peptide amino acid sequence and an MHC pseudo amino acid sequence, predict their binding affinity value. This is MHC class II binding data. (1) The peptide sequence is VDIINRWQVVAPQLP. The MHC is DRB1_1501 with pseudo-sequence DRB1_1501. The binding affinity (normalized) is 0.517. (2) The peptide sequence is YLPKPPKPVSKLRLATPLLLQALPL. The MHC is H-2-IAd with pseudo-sequence H-2-IAd. The binding affinity (normalized) is 0.309. (3) The peptide sequence is LQSLGADIASEQAVL. The MHC is DRB1_0301 with pseudo-sequence DRB1_0301. The binding affinity (normalized) is 0.468.